From a dataset of CYP2C19 inhibition data for predicting drug metabolism from PubChem BioAssay. Regression/Classification. Given a drug SMILES string, predict its absorption, distribution, metabolism, or excretion properties. Task type varies by dataset: regression for continuous measurements (e.g., permeability, clearance, half-life) or binary classification for categorical outcomes (e.g., BBB penetration, CYP inhibition). Dataset: cyp2c19_veith. (1) The molecule is CSc1nc2ccccc2cc1/C=C(\C#N)c1ccc(Cl)cc1Cl. The result is 1 (inhibitor). (2) The result is 0 (non-inhibitor). The compound is CN(C)c1ncc2nc(-c3cccs3)c(=O)n(CCc3ccccc3)c2n1. (3) The drug is CN(C)C(=O)c1ccc(-c2cc(-n3ccnc3)ncn2)cc1. The result is 0 (non-inhibitor). (4) The drug is CC(=O)N1CCN(c2ccc(OC[C@H]3CO[C@](Cn4ccnc4)(c4ccc(Cl)cc4Cl)O3)cc2)CC1. The result is 1 (inhibitor). (5) The compound is Cc1cnc(CNc2cc(-c3ccoc3)ncn2)cn1. The result is 0 (non-inhibitor). (6) The molecule is CN1CC[C@@]2(c3cccc(O)c3)Cc3nc4ccccc4cc3C[C@H]2C1. The result is 0 (non-inhibitor).